From a dataset of Full USPTO retrosynthesis dataset with 1.9M reactions from patents (1976-2016). Predict the reactants needed to synthesize the given product. (1) The reactants are: [Cl:1][C:2]1[C:9]([Cl:10])=[CH:8][CH:7]=[CH:6][C:3]=1[CH:4]=O.[CH:11]1([NH2:14])[CH2:13][CH2:12]1. Given the product [Cl:1][C:2]1[C:9]([Cl:10])=[CH:8][CH:7]=[CH:6][C:3]=1[CH2:4][NH:14][CH:11]1[CH2:13][CH2:12]1, predict the reactants needed to synthesize it. (2) The reactants are: [C:1]([C:5]1[O:9][N:8]=[C:7]([NH:10][C:11](=[O:23])[C:12]([CH3:22])(SCC2CCCNC2)[CH3:13])[CH:6]=1)([CH3:4])([CH3:3])[CH3:2].C(N(CC)C(C)C)(C)C.C(OC(=O)C)(=O)C. Given the product [C:1]([C:5]1[O:9][N:8]=[C:7]([NH:10][C:11](=[O:23])[CH:12]([CH3:13])[CH3:22])[CH:6]=1)([CH3:4])([CH3:3])[CH3:2], predict the reactants needed to synthesize it. (3) Given the product [CH3:37][S:38]([OH:41])(=[O:40])=[O:39].[Cl:32][C:29]1[S:28][C:27]([C:25]([NH:24][C:20]2[C:19]([C:17]([NH:16][C:13]3[CH:14]=[CH:15][C:10]([N:9]4[CH2:8][CH2:7][O:6][C:33]4=[NH:34])=[CH:11][CH:12]=3)=[O:18])=[CH:23][S:22][CH:21]=2)=[O:26])=[CH:31][CH:30]=1, predict the reactants needed to synthesize it. The reactants are: C([Si](C)(C)[O:6][CH2:7][CH2:8][N:9]([C:33]#[N:34])[C:10]1[CH:15]=[CH:14][C:13]([NH:16][C:17]([C:19]2[C:20]([NH:24][C:25]([C:27]3[S:28][C:29]([Cl:32])=[CH:30][CH:31]=3)=[O:26])=[CH:21][S:22][CH:23]=2)=[O:18])=[CH:12][CH:11]=1)(C)(C)C.[CH3:37][S:38]([OH:41])(=[O:40])=[O:39]. (4) Given the product [C:43]([NH:1][C:2]1[CH:3]=[CH:4][C:5]([NH:8][C:9]([N:11]2[CH2:16][CH2:15][CH2:14][CH:13]([C:17]3([CH2:28][C:29]4[CH:34]=[CH:33][CH:32]=[C:31]([Cl:35])[CH:30]=4)[C:25]4[C:20](=[CH:21][C:22]([Cl:26])=[CH:23][CH:24]=4)[NH:19][C:18]3=[O:27])[CH2:12]2)=[O:10])=[CH:6][CH:7]=1)(=[O:45])[CH3:44], predict the reactants needed to synthesize it. The reactants are: [NH2:1][C:2]1[CH:7]=[CH:6][C:5]([NH:8][C:9]([N:11]2[CH2:16][CH2:15][CH2:14][CH:13]([C:17]3([CH2:28][C:29]4[CH:34]=[CH:33][CH:32]=[C:31]([Cl:35])[CH:30]=4)[C:25]4[C:20](=[CH:21][C:22]([Cl:26])=[CH:23][CH:24]=4)[NH:19][C:18]3=[O:27])[CH2:12]2)=[O:10])=[CH:4][CH:3]=1.C(N(CC)CC)C.[C:43](Cl)(=[O:45])[CH3:44]. (5) Given the product [CH2:17]([O:16][C:14](=[O:15])[C:13](=[O:19])[CH2:6][C:5]([C:8]1[O:9][CH:10]=[CH:11][CH:12]=1)=[O:7])[CH3:18], predict the reactants needed to synthesize it. The reactants are: [O-]CC.[Na+].[C:5]([C:8]1[O:9][CH:10]=[CH:11][CH:12]=1)(=[O:7])[CH3:6].[C:13](OCC)(=[O:19])[C:14]([O:16][CH2:17][CH3:18])=[O:15]. (6) Given the product [CH:1]12[CH2:13][CH2:12][CH:8]([C:9](=[O:11])[CH2:10]1)[C:7]1[C:2]2=[CH:3][CH:4]=[CH:5][CH:6]=1, predict the reactants needed to synthesize it. The reactants are: [CH:1]12[CH2:13][CH2:12][CH:8]([CH:9]([OH:11])[CH2:10]1)[C:7]1[C:2]2=[CH:3][CH:4]=[CH:5][CH:6]=1.CCOC(C)=O. (7) Given the product [Cl:15][C:16]1[CH:17]=[C:18]([C:2]2[CH:14]=[CH:13][C:5]3[NH:6][C:7](=[O:12])[O:8][C:9]([CH3:11])([CH3:10])[C:4]=3[CH:3]=2)[CH:19]=[C:20]([Cl:22])[CH:21]=1, predict the reactants needed to synthesize it. The reactants are: Br[C:2]1[CH:14]=[CH:13][C:5]2[NH:6][C:7](=[O:12])[O:8][C:9]([CH3:11])([CH3:10])[C:4]=2[CH:3]=1.[Cl:15][C:16]1[CH:17]=[C:18](B(O)O)[CH:19]=[C:20]([Cl:22])[CH:21]=1.